This data is from TCR-epitope binding with 47,182 pairs between 192 epitopes and 23,139 TCRs. The task is: Binary Classification. Given a T-cell receptor sequence (or CDR3 region) and an epitope sequence, predict whether binding occurs between them. (1) The epitope is KLSYGIATV. The TCR CDR3 sequence is CASSQEVLLLEQYF. Result: 1 (the TCR binds to the epitope). (2) The epitope is WICLLQFAY. The TCR CDR3 sequence is CASYEGGPYNEQFF. Result: 1 (the TCR binds to the epitope). (3) The epitope is ILGLPTQTV. The TCR CDR3 sequence is CAISEGPVGEKLFF. Result: 0 (the TCR does not bind to the epitope). (4) The epitope is RPPIFIRRL. The TCR CDR3 sequence is CASSFTRQGSFHEQYF. Result: 0 (the TCR does not bind to the epitope). (5) The epitope is HTTDPSFLGRY. The TCR CDR3 sequence is CASSSEGSSYEQYF. Result: 1 (the TCR binds to the epitope). (6) The epitope is KLVALGINAV. The TCR CDR3 sequence is CASTQGASGYEQYF. Result: 0 (the TCR does not bind to the epitope). (7) The epitope is LEPLVDLPI. The TCR CDR3 sequence is CASSQGRQFHEQYF. Result: 1 (the TCR binds to the epitope). (8) The epitope is ILGLPTQTV. The TCR CDR3 sequence is CASSPYAGGTEAFF. Result: 1 (the TCR binds to the epitope). (9) The epitope is YLDAYNMMI. The TCR CDR3 sequence is CASSYGTGTGADEQYF. Result: 1 (the TCR binds to the epitope). (10) The epitope is ELAGIGILTV. The TCR CDR3 sequence is CASSQVQGPQYEQYF. Result: 0 (the TCR does not bind to the epitope).